Dataset: Catalyst prediction with 721,799 reactions and 888 catalyst types from USPTO. Task: Predict which catalyst facilitates the given reaction. Reactant: I[C:2]1[CH:3]=[C:4]2[C:9](=[CH:10][CH:11]=1)[O:8][C@@H:7]([CH2:12][NH:13][C:14](=[O:23])[O:15][CH2:16][C:17]1[CH:22]=[CH:21][CH:20]=[CH:19][CH:18]=1)[CH2:6][CH2:5]2.C(N(CC)CC)C.[C:31]([O:35][C:36]([CH3:39])([CH3:38])[CH3:37])(=[O:34])[CH:32]=[CH2:33]. Product: [CH2:16]([O:15][C:14]([NH:13][CH2:12][C@H:7]1[CH2:6][CH2:5][C:4]2[C:9](=[CH:10][CH:11]=[C:2](/[CH:33]=[CH:32]/[C:31]([O:35][C:36]([CH3:39])([CH3:38])[CH3:37])=[O:34])[CH:3]=2)[O:8]1)=[O:23])[C:17]1[CH:22]=[CH:21][CH:20]=[CH:19][CH:18]=1. The catalyst class is: 524.